Predict the reaction yield, written as a fraction of the theoretical maximum amount of product (1.0 means a 100% yield; for example, 0.34 means a 34% yield). From a dataset of Reaction yield outcomes from USPTO patents with 853,638 reactions. (1) The reactants are [C:1]([NH:4][CH2:5][C@@H:6]1[O:10][C:9](=[O:11])[N:8]([C:12]2[CH:17]=[CH:16][C:15]([C:18]([O:20][C:21]3C(F)=C(F)C(F)=C(F)C=3F)=[O:19])=[C:14]([F:32])[CH:13]=2)[CH2:7]1)(=[S:3])[CH3:2].C[O-].[Na+]. The catalyst is CO. The product is [C:1]([NH:4][CH2:5][C@@H:6]1[O:10][C:9](=[O:11])[N:8]([C:12]2[CH:17]=[CH:16][C:15]([C:18]([O:20][CH3:21])=[O:19])=[C:14]([F:32])[CH:13]=2)[CH2:7]1)(=[S:3])[CH3:2]. The yield is 0.840. (2) The reactants are [CH2:1]([N:3]1[C:11]2[C:10](=[O:12])[CH2:9][C:8]([CH3:14])([CH3:13])[CH2:7][C:6]=2[C:5]([C:15]([OH:17])=O)=[N:4]1)[CH3:2].C(Cl)(=O)C(Cl)=O.[N:24]1[C:32]([NH2:33])=[C:31]2[C:27]([NH:28][CH:29]=[N:30]2)=[N:26][CH:25]=1.C([O-])(O)=O.[Na+]. The catalyst is CN(C=O)C.C(Cl)Cl. The product is [CH2:1]([N:3]1[C:11]2[C:10](=[O:12])[CH2:9][C:8]([CH3:13])([CH3:14])[CH2:7][C:6]=2[C:5]([C:15]([NH:33][C:32]2[N:24]=[CH:25][N:26]=[C:27]3[C:31]=2[N:30]=[CH:29][NH:28]3)=[O:17])=[N:4]1)[CH3:2]. The yield is 0.110.